From a dataset of Experimentally validated miRNA-target interactions with 360,000+ pairs, plus equal number of negative samples. Binary Classification. Given a miRNA mature sequence and a target amino acid sequence, predict their likelihood of interaction. The miRNA is hsa-miR-367-3p with sequence AAUUGCACUUUAGCAAUGGUGA. The protein sequence of the target gene is MGLCKCPKRKVTNLFCFEHRVNVCEHCLVANHAKCIVQSYLQWLQDSDYNPNCRLCNIPLASRETTRLVCYDLFHWACLNERAAQLPRNTAPAGYQCPSCNGPIFPPTNLAGPVASALREKLATVNWARAGLGLPLIDEVVSPEPEPLNTSDFSDWSSFNASSTPGPEEVDSASAAPAFYSQAPRPPASPGRPEQHTVIHMGNPEPLTHAPRKVYDTRDDDRTPGLHGDCDDDKYRRRPALGWLARLLRSRAGSRKRPLTLLQRAGLLLLLGLLGFLALLALMSRLGRAAADSDPNLDPL.... Result: 0 (no interaction).